This data is from Reaction yield outcomes from USPTO patents with 853,638 reactions. The task is: Predict the reaction yield, written as a fraction of the theoretical maximum amount of product (1.0 means a 100% yield; for example, 0.34 means a 34% yield). (1) The reactants are [Cl:1][C:2]1[CH:9]=[CH:8][CH:7]=[C:6](F)[C:3]=1[CH:4]=[O:5].[C:11]([N:14]1[CH2:19][CH2:18][NH:17][CH2:16][CH2:15]1)(=[O:13])[CH3:12].C(=O)([O-])[O-].[K+].[K+]. The catalyst is CN(C=O)C. The product is [C:11]([N:14]1[CH2:19][CH2:18][N:17]([C:6]2[CH:7]=[CH:8][CH:9]=[C:2]([Cl:1])[C:3]=2[CH:4]=[O:5])[CH2:16][CH2:15]1)(=[O:13])[CH3:12]. The yield is 0.700. (2) The catalyst is C(O)C. The yield is 0.320. The reactants are [O:1]=[C:2]([C:6]1[CH:11]=[CH:10][CH:9]=[CH:8][CH:7]=1)[CH2:3][C:4]#[N:5].[CH3:12][O:13][C:14]1[CH:15]=[C:16]([CH:18]=[CH:19][C:20]=1[O:21][CH3:22])[NH2:17]. The product is [CH3:12][O:13][C:14]1[CH:15]=[C:16]([NH:17][C:4](=[NH:5])[CH2:3][C:2](=[O:1])[C:6]2[CH:7]=[CH:8][CH:9]=[CH:10][CH:11]=2)[CH:18]=[CH:19][C:20]=1[O:21][CH3:22]. (3) The reactants are [CH:1]1([CH2:6][CH:7]([N:11]2[C:19]3[C:14](=[CH:15][C:16]([O:20][C:21]([F:24])([F:23])[F:22])=[CH:17][CH:18]=3)[C:13](=[O:25])[C:12]2=[O:26])[C:8](O)=[O:9])[CH2:5][CH2:4][CH2:3][CH2:2]1.[S:27]1[CH:31]=[CH:30][N:29]=[C:28]1[NH2:32].C(N(CC)C(C)C)(C)C.F[P-](F)(F)(F)(F)F.N1(O[P+](N(C)C)(N(C)C)N(C)C)C2C=CC=CC=2N=N1. The product is [CH:1]1([CH2:6][CH:7]([N:11]2[C:19]3[C:14](=[CH:15][C:16]([O:20][C:21]([F:22])([F:24])[F:23])=[CH:17][CH:18]=3)[C:13](=[O:25])[C:12]2=[O:26])[C:8]([NH:32][C:28]2[S:27][CH:31]=[CH:30][N:29]=2)=[O:9])[CH2:2][CH2:3][CH2:4][CH2:5]1. The yield is 0.490. The catalyst is CN(C)C=O.C(OCC)(=O)C. (4) The reactants are [NH:1]1[CH2:6][CH2:5][NH:4][CH2:3][CH2:2]1.F[C:8]1[CH:13]=[CH:12][C:11]([N+:14]([O-:16])=[O:15])=[CH:10][C:9]=1[F:17]. The catalyst is CS(C)=O.CCOC(C)=O. The product is [F:17][C:9]1[CH:10]=[C:11]([N+:14]([O-:16])=[O:15])[CH:12]=[CH:13][C:8]=1[N:1]1[CH2:6][CH2:5][NH:4][CH2:3][CH2:2]1. The yield is 1.00. (5) The reactants are C[O:2][C:3]([C:5]1[S:6][C:7]([C:30]2[CH2:35][CH2:34][CH2:33][CH2:32][CH:31]=2)=[CH:8][C:9]=1[N:10]([CH:20]1[CH2:25][CH2:24][N:23]([CH2:26][CH:27]([F:29])[F:28])[CH2:22][CH2:21]1)[C:11]([C@H:13]1[CH2:18][CH2:17][C@H:16]([CH3:19])[CH2:15][CH2:14]1)=[O:12])=[O:4].[Li+].[OH-].O. The catalyst is C1COCC1.O.CO. The product is [C:30]1([C:7]2[S:6][C:5]([C:3]([OH:4])=[O:2])=[C:9]([N:10]([CH:20]3[CH2:21][CH2:22][N:23]([CH2:26][CH:27]([F:28])[F:29])[CH2:24][CH2:25]3)[C:11]([C@H:13]3[CH2:14][CH2:15][C@H:16]([CH3:19])[CH2:17][CH2:18]3)=[O:12])[CH:8]=2)[CH2:35][CH2:34][CH2:33][CH2:32][CH:31]=1. The yield is 0.390.